Dataset: Reaction yield outcomes from USPTO patents with 853,638 reactions. Task: Predict the reaction yield, written as a fraction of the theoretical maximum amount of product (1.0 means a 100% yield; for example, 0.34 means a 34% yield). The reactants are [Cl-].O[NH3+:3].[C:4](=[O:7])([O-])[OH:5].[Na+].CS(C)=O.[CH2:13]([C:20]1[C:25](=[O:26])[N:24]([CH2:27][C:28]2[CH:33]=[CH:32][C:31]([C:34]3[C:35]([C:40]#[N:41])=[CH:36][CH:37]=[CH:38][CH:39]=3)=[CH:30][CH:29]=2)[C:23]([CH2:42][CH2:43][CH3:44])=[N:22][C:21]=1[CH3:45])[C:14]1[CH:19]=[CH:18][CH:17]=[CH:16][CH:15]=1. The catalyst is O.C(OCC)(=O)C. The product is [CH2:13]([C:20]1[C:25](=[O:26])[N:24]([CH2:27][C:28]2[CH:33]=[CH:32][C:31]([C:34]3[CH:39]=[CH:38][CH:37]=[CH:36][C:35]=3[C:40]3[NH:3][C:4](=[O:7])[O:5][N:41]=3)=[CH:30][CH:29]=2)[C:23]([CH2:42][CH2:43][CH3:44])=[N:22][C:21]=1[CH3:45])[C:14]1[CH:15]=[CH:16][CH:17]=[CH:18][CH:19]=1. The yield is 0.560.